Task: Regression. Given two drug SMILES strings and cell line genomic features, predict the synergy score measuring deviation from expected non-interaction effect.. Dataset: NCI-60 drug combinations with 297,098 pairs across 59 cell lines (1) Synergy scores: CSS=69.8, Synergy_ZIP=-7.39, Synergy_Bliss=-10.1, Synergy_Loewe=-8.99, Synergy_HSA=-5.15. Drug 1: C1C(C(OC1N2C=C(C(=O)NC2=O)F)CO)O. Drug 2: CCCCC(=O)OCC(=O)C1(CC(C2=C(C1)C(=C3C(=C2O)C(=O)C4=C(C3=O)C=CC=C4OC)O)OC5CC(C(C(O5)C)O)NC(=O)C(F)(F)F)O. Cell line: RPMI-8226. (2) Drug 1: COC1=CC(=CC(=C1O)OC)C2C3C(COC3=O)C(C4=CC5=C(C=C24)OCO5)OC6C(C(C7C(O6)COC(O7)C8=CC=CS8)O)O. Drug 2: C1=C(C(=O)NC(=O)N1)N(CCCl)CCCl. Cell line: SW-620. Synergy scores: CSS=39.1, Synergy_ZIP=-4.97, Synergy_Bliss=-6.52, Synergy_Loewe=-7.55, Synergy_HSA=-2.43. (3) Drug 1: CC1C(C(CC(O1)OC2CC(CC3=C2C(=C4C(=C3O)C(=O)C5=C(C4=O)C(=CC=C5)OC)O)(C(=O)CO)O)N)O.Cl. Drug 2: C1=NC2=C(N1)C(=S)N=CN2. Cell line: SK-MEL-28. Synergy scores: CSS=19.3, Synergy_ZIP=-7.39, Synergy_Bliss=1.88, Synergy_Loewe=-11.0, Synergy_HSA=-0.350. (4) Drug 1: C1CCC(CC1)NC(=O)N(CCCl)N=O. Drug 2: CC(C)CN1C=NC2=C1C3=CC=CC=C3N=C2N. Cell line: NCIH23. Synergy scores: CSS=11.4, Synergy_ZIP=-0.0235, Synergy_Bliss=3.97, Synergy_Loewe=2.92, Synergy_HSA=3.26. (5) Drug 1: C1=CC(=CC=C1CC(C(=O)O)N)N(CCCl)CCCl.Cl. Drug 2: C#CCC(CC1=CN=C2C(=N1)C(=NC(=N2)N)N)C3=CC=C(C=C3)C(=O)NC(CCC(=O)O)C(=O)O. Cell line: SN12C. Synergy scores: CSS=10.3, Synergy_ZIP=-6.30, Synergy_Bliss=-4.01, Synergy_Loewe=-5.62, Synergy_HSA=-4.77.